From a dataset of NCI-60 drug combinations with 297,098 pairs across 59 cell lines. Regression. Given two drug SMILES strings and cell line genomic features, predict the synergy score measuring deviation from expected non-interaction effect. (1) Drug 1: CC12CCC3C(C1CCC2O)C(CC4=C3C=CC(=C4)O)CCCCCCCCCS(=O)CCCC(C(F)(F)F)(F)F. Drug 2: C1=NC2=C(N=C(N=C2N1C3C(C(C(O3)CO)O)F)Cl)N. Cell line: T-47D. Synergy scores: CSS=4.33, Synergy_ZIP=1.38, Synergy_Bliss=-1.39, Synergy_Loewe=-1.61, Synergy_HSA=-7.49. (2) Drug 1: CC1C(C(=O)NC(C(=O)N2CCCC2C(=O)N(CC(=O)N(C(C(=O)O1)C(C)C)C)C)C(C)C)NC(=O)C3=C4C(=C(C=C3)C)OC5=C(C(=O)C(=C(C5=N4)C(=O)NC6C(OC(=O)C(N(C(=O)CN(C(=O)C7CCCN7C(=O)C(NC6=O)C(C)C)C)C)C(C)C)C)N)C. Drug 2: CC1=C(C(=CC=C1)Cl)NC(=O)C2=CN=C(S2)NC3=CC(=NC(=N3)C)N4CCN(CC4)CCO. Cell line: HL-60(TB). Synergy scores: CSS=27.0, Synergy_ZIP=-1.85, Synergy_Bliss=2.44, Synergy_Loewe=-0.357, Synergy_HSA=3.82. (3) Drug 1: CN(CCCl)CCCl.Cl. Synergy scores: CSS=40.8, Synergy_ZIP=-6.06, Synergy_Bliss=-3.43, Synergy_Loewe=-27.8, Synergy_HSA=-2.43. Drug 2: CC1C(C(CC(O1)OC2CC(CC3=C2C(=C4C(=C3O)C(=O)C5=CC=CC=C5C4=O)O)(C(=O)C)O)N)O. Cell line: NCI-H322M. (4) Drug 1: C1CC(=O)NC(=O)C1N2CC3=C(C2=O)C=CC=C3N. Drug 2: C(CN)CNCCSP(=O)(O)O. Cell line: HCT116. Synergy scores: CSS=16.7, Synergy_ZIP=-6.86, Synergy_Bliss=-4.89, Synergy_Loewe=0.226, Synergy_HSA=0.510. (5) Drug 1: C1=NC2=C(N1)C(=S)N=CN2. Drug 2: COC1=NC(=NC2=C1N=CN2C3C(C(C(O3)CO)O)O)N. Cell line: KM12. Synergy scores: CSS=2.80, Synergy_ZIP=-1.61, Synergy_Bliss=-2.78, Synergy_Loewe=-5.49, Synergy_HSA=-2.91. (6) Drug 1: C1CC(=O)NC(=O)C1N2CC3=C(C2=O)C=CC=C3N. Drug 2: C1=NC2=C(N=C(N=C2N1C3C(C(C(O3)CO)O)F)Cl)N. Cell line: NCI-H522. Synergy scores: CSS=9.47, Synergy_ZIP=-11.0, Synergy_Bliss=-4.88, Synergy_Loewe=-12.3, Synergy_HSA=-3.77.